Dataset: Full USPTO retrosynthesis dataset with 1.9M reactions from patents (1976-2016). Task: Predict the reactants needed to synthesize the given product. (1) Given the product [Br:15][C:12]1[CH:13]=[CH:14][C:9]([S:8][CH2:1][CH:2]2[CH2:7][CH2:6][CH2:5][CH2:4][CH2:3]2)=[CH:10][C:11]=1[CH:16]=[O:17], predict the reactants needed to synthesize it. The reactants are: [C:1](=O)([S:8][C:9]1[CH:14]=[CH:13][C:12]([Br:15])=[C:11]([CH:16]=[O:17])[CH:10]=1)[C:2]1[CH:7]=[CH:6][CH:5]=[CH:4][CH:3]=1.BrCC1CCCCC1.C([O-])([O-])=O.[Cs+].[Cs+]. (2) Given the product [C:26]([O:25][P:19]([CH:16]([C:11]1[CH:12]=[N:13][C:14]([CH3:15])=[C:9]([O:8][CH2:1][C:2]2[CH:3]=[CH:4][CH:5]=[CH:6][CH:7]=2)[C:10]=1[CH3:18])[OH:17])(=[O:30])[O:20][C:21]([CH3:24])([CH3:23])[CH3:22])([CH3:29])([CH3:28])[CH3:27], predict the reactants needed to synthesize it. The reactants are: [CH2:1]([O:8][C:9]1[C:10]([CH3:18])=[C:11]([CH:16]=[O:17])[CH:12]=[N:13][C:14]=1[CH3:15])[C:2]1[CH:7]=[CH:6][CH:5]=[CH:4][CH:3]=1.[P:19]([O-:30])([O:25][C:26]([CH3:29])([CH3:28])[CH3:27])[O:20][C:21]([CH3:24])([CH3:23])[CH3:22].C1CCN2C(=NCCC2)CC1.O. (3) Given the product [CH2:1]([N:8]1[CH2:36][CH2:35][CH2:34][C:10]2([CH2:15][N:14]([C:16]3[CH:17]=[C:18]([CH3:33])[C:19]4[N:23]=[C:22]([C:24]5[C:25](=[O:31])[NH:26][CH:27]=[CH:28][C:29]=5[NH:37][CH2:38][C@H:39]([C:41]5[CH:46]=[CH:45][CH:44]=[C:43]([Cl:47])[CH:42]=5)[OH:40])[NH:21][C:20]=4[CH:32]=3)[CH2:13][CH2:12][CH2:11]2)[CH2:9]1)[C:2]1[CH:7]=[CH:6][CH:5]=[CH:4][CH:3]=1, predict the reactants needed to synthesize it. The reactants are: [CH2:1]([N:8]1[CH2:36][CH2:35][CH2:34][C:10]2([CH2:15][N:14]([C:16]3[CH:17]=[C:18]([CH3:33])[C:19]4[N:23]=[C:22]([C:24]5[C:25](=[O:31])[NH:26][CH:27]=[CH:28][C:29]=5Cl)[NH:21][C:20]=4[CH:32]=3)[CH2:13][CH2:12][CH2:11]2)[CH2:9]1)[C:2]1[CH:7]=[CH:6][CH:5]=[CH:4][CH:3]=1.[NH2:37][CH2:38][C@H:39]([C:41]1[CH:46]=[CH:45][CH:44]=[C:43]([Cl:47])[CH:42]=1)[OH:40].CCN(CC)CC. (4) Given the product [C:47]1([C:53]2[N:54]=[C:55]([NH:58][C:20]([C:19]3[C:13]4[N:12]=[C:11]([C:3]5[N:2]=[CH:1][C:10]6[C:5]([CH:4]=5)=[CH:6][CH:7]=[CH:8][CH:9]=6)[NH:15][C:14]=4[CH:16]=[CH:17][CH:18]=3)=[O:21])[NH:56][CH:57]=2)[CH:48]=[CH:49][CH:50]=[CH:51][CH:52]=1, predict the reactants needed to synthesize it. The reactants are: [CH:1]1[C:10]2[C:5](=[CH:6][CH:7]=[CH:8][CH:9]=2)[CH:4]=[C:3]([C:11]2[NH:15][C:14]3[CH:16]=[CH:17][CH:18]=[C:19]([C:20](O)=[O:21])[C:13]=3[N:12]=2)[N:2]=1.CN(C(ON1N=NC2C=CC=CC1=2)=[N+](C)C)C.F[P-](F)(F)(F)(F)F.[C:47]1([C:53]2[N:54]=[C:55]([NH2:58])[NH:56][CH:57]=2)[CH:52]=[CH:51][CH:50]=[CH:49][CH:48]=1.